This data is from Full USPTO retrosynthesis dataset with 1.9M reactions from patents (1976-2016). The task is: Predict the reactants needed to synthesize the given product. (1) Given the product [Br:1][C:2]1[CH:10]=[CH:9][C:5]([C:6]([NH:24][C:19]2[CH:20]=[CH:21][CH:22]=[CH:23][C:18]=2[NH:17][C:11]2[CH:12]=[CH:13][CH:14]=[CH:15][CH:16]=2)=[O:7])=[CH:4][CH:3]=1, predict the reactants needed to synthesize it. The reactants are: [Br:1][C:2]1[CH:10]=[CH:9][C:5]([C:6](Cl)=[O:7])=[CH:4][CH:3]=1.[C:11]1([NH:17][C:18]2[C:19]([NH2:24])=[CH:20][CH:21]=[CH:22][CH:23]=2)[CH:16]=[CH:15][CH:14]=[CH:13][CH:12]=1.C(N(CC)CC)C. (2) The reactants are: [C:1]([O:5][C:6]([N:8]1[CH2:13][CH2:12][O:11][C@H:10]([CH2:14][C:15]2[CH:20]=[CH:19][CH:18]=[C:17](Br)[CH:16]=2)[CH2:9]1)=[O:7])([CH3:4])([CH3:3])[CH3:2].COCCOC.[Cl:28][C:29]1[CH:34]=[CH:33][C:32](B(O)O)=[CH:31][N:30]=1.C(=O)(O)[O-].[Na+].C(=O)([O-])[O-].[K+].[K+]. Given the product [C:1]([O:5][C:6]([N:8]1[CH2:13][CH2:12][O:11][C@H:10]([CH2:14][C:15]2[CH:20]=[CH:19][CH:18]=[C:17]([C:32]3[CH:31]=[N:30][C:29]([Cl:28])=[CH:34][CH:33]=3)[CH:16]=2)[CH2:9]1)=[O:7])([CH3:4])([CH3:3])[CH3:2], predict the reactants needed to synthesize it. (3) The reactants are: [OH:1][CH:2]([CH2:8][CH2:9][C:10]1[CH:15]=[CH:14][C:13]([O:16][CH3:17])=[C:12]([O:18][CH3:19])[C:11]=1[O:20][CH3:21])[CH2:3][C:4]([O:6][CH3:7])=[O:5].[Si:22](Cl)([C:35]([CH3:38])([CH3:37])[CH3:36])([C:29]1[CH:34]=[CH:33][CH:32]=[CH:31][CH:30]=1)[C:23]1[CH:28]=[CH:27][CH:26]=[CH:25][CH:24]=1.N1C=CN=C1. Given the product [Si:22]([O:1][CH:2]([CH2:8][CH2:9][C:10]1[CH:15]=[CH:14][C:13]([O:16][CH3:17])=[C:12]([O:18][CH3:19])[C:11]=1[O:20][CH3:21])[CH2:3][C:4]([O:6][CH3:7])=[O:5])([C:35]([CH3:38])([CH3:37])[CH3:36])([C:29]1[CH:30]=[CH:31][CH:32]=[CH:33][CH:34]=1)[C:23]1[CH:28]=[CH:27][CH:26]=[CH:25][CH:24]=1, predict the reactants needed to synthesize it. (4) The reactants are: [N:1]1([C:11]([C:13]2[CH:17]=[C:16]([CH:18]3[CH2:23][CH2:22][NH:21][CH2:20][CH2:19]3)[S:15][CH:14]=2)=[O:12])[C@@H:10]2[C@@H:5]([CH2:6][CH2:7][CH2:8][CH2:9]2)[CH2:4][CH2:3][CH2:2]1.CS(C)=O.C(=O)([O-])[O-].[Cs+].[Cs+].Cl[C:35]1[N:40]=[CH:39][CH:38]=[CH:37][N:36]=1. Given the product [N:1]1([C:11]([C:13]2[CH:17]=[C:16]([CH:18]3[CH2:19][CH2:20][N:21]([C:35]4[N:40]=[CH:39][CH:38]=[CH:37][N:36]=4)[CH2:22][CH2:23]3)[S:15][CH:14]=2)=[O:12])[C@@H:10]2[C@@H:5]([CH2:6][CH2:7][CH2:8][CH2:9]2)[CH2:4][CH2:3][CH2:2]1, predict the reactants needed to synthesize it. (5) Given the product [N:34]1[CH:35]=[CH:36][CH:37]=[C:32]([C:30]2[N:31]=[C:25]([CH:11]3[CH2:12][CH:13]([C:15]4[CH:20]=[CH:19][C:18]([C:21]([F:22])([F:23])[F:24])=[CH:17][CH:16]=4)[CH2:14][N:9]([C:7]([N:1]4[CH2:6][CH2:5][O:4][CH2:3][CH2:2]4)=[O:8])[CH2:10]3)[O:27][N:29]=2)[CH:33]=1, predict the reactants needed to synthesize it. The reactants are: [N:1]1([C:7]([N:9]2[CH2:14][CH:13]([C:15]3[CH:20]=[CH:19][C:18]([C:21]([F:24])([F:23])[F:22])=[CH:17][CH:16]=3)[CH2:12][CH:11]([C:25]([OH:27])=O)[CH2:10]2)=[O:8])[CH2:6][CH2:5][O:4][CH2:3][CH2:2]1.O[N:29]=[C:30]([C:32]1[CH:33]=[N:34][CH:35]=[CH:36][CH:37]=1)[NH2:31]. (6) Given the product [CH3:1][C:2]12[CH2:14][CH:6]3[C:7]([CH3:13])([CH3:12])[C:8]([CH3:11])([C:9]1([CH3:15])[OH:10])[CH:5]3[CH2:4][CH2:3]2, predict the reactants needed to synthesize it. The reactants are: [CH3:1][C:2]12[CH2:14][CH:6]3[C:7]([CH3:13])([CH3:12])[C:8]([CH3:11])([C:9]1=[O:10])[CH:5]3[CH2:4][CH2:3]2.[CH3:15][Mg]Cl. (7) Given the product [NH:2]1[C:11]2[CH2:12][CH2:13][CH2:14][C:15](=[O:16])[C:10]=2[CH:9]=[N:7]1, predict the reactants needed to synthesize it. The reactants are: Cl.[NH2:2]N.[OH-].[Na+].C[N:7]([CH:9]=[C:10]1[C:15](=[O:16])[CH2:14][CH2:13][CH2:12][C:11]1=O)C.Cl.